Dataset: Forward reaction prediction with 1.9M reactions from USPTO patents (1976-2016). Task: Predict the product of the given reaction. (1) Given the reactants C([O:3][C:4]([C:6]1[NH:7][N:8]=[N:9][C:10]=1[C:11]1[C:12]([O:18][CH2:19][C@H:20]2[CH2:22][C@@H:21]2[C:23]2[CH:28]=[CH:27][C:26]([O:29][CH3:30])=[CH:25][N:24]=2)=[N:13][C:14]([CH3:17])=[N:15][CH:16]=1)=O)C.[H-].[H-].[H-].[H-].[Li+].[Al+3], predict the reaction product. The product is: [CH3:30][O:29][C:26]1[CH:27]=[CH:28][C:23]([C@H:21]2[CH2:22][C@@H:20]2[CH2:19][O:18][C:12]2[C:11]([C:10]3[N:9]=[N:8][NH:7][C:6]=3[CH2:4][OH:3])=[CH:16][N:15]=[C:14]([CH3:17])[N:13]=2)=[N:24][CH:25]=1. (2) Given the reactants Cl.Cl.[NH:3]1[CH2:6][CH:5]([C:7]2[N:11]([CH3:12])[N:10]=[C:9]([NH:13][C:14]3[CH:19]=[C:18]([N:20]4[CH2:24][CH2:23][C@:22]([CH:27]5[CH2:29][CH2:28]5)([C:25]#[N:26])[C:21]4=[O:30])[CH:17]=[CH:16][N:15]=3)[CH:8]=2)[CH2:4]1.[CH:31]1([C:35](Cl)=[O:36])[CH2:34][CH2:33][CH2:32]1.O, predict the reaction product. The product is: [CH:31]1([C:35]([N:3]2[CH2:4][CH:5]([C:7]3[N:11]([CH3:12])[N:10]=[C:9]([NH:13][C:14]4[CH:19]=[C:18]([N:20]5[CH2:24][CH2:23][C@:22]([CH:27]6[CH2:28][CH2:29]6)([C:25]#[N:26])[C:21]5=[O:30])[CH:17]=[CH:16][N:15]=4)[CH:8]=3)[CH2:6]2)=[O:36])[CH2:34][CH2:33][CH2:32]1. (3) Given the reactants [CH3:1][C:2]([CH3:6])([CH3:5])[C:3]#[N:4].[C:7]([Li:11])([CH3:10])([CH3:9])[CH3:8].CCCCC, predict the reaction product. The product is: [CH3:1][C:2]([CH3:6])([C:3](=[N-:4])[C:7]([CH3:10])([CH3:9])[CH3:8])[CH3:5].[Li+:11]. (4) Given the reactants [CH3:1][N:2]([CH3:29])[C:3]([C:5]1[C:17]([CH2:18][CH2:19][CH:20](O)[C:21]2[CH:26]=[CH:25][CH:24]=[CH:23][CH:22]=2)=[C:16]([OH:28])[C:8]2[N:9]=[C:10]([CH3:15])[N:11]([CH2:12][O:13][CH3:14])[C:7]=2[CH:6]=1)=[O:4].P(=O)(O)(O)O.[OH-].[Na+], predict the reaction product. The product is: [CH3:1][N:2]([CH3:29])[C:3]([C:5]1[C:17]2[CH2:18][CH2:19][CH:20]([C:21]3[CH:26]=[CH:25][CH:24]=[CH:23][CH:22]=3)[O:28][C:16]=2[C:8]2[N:9]=[C:10]([CH3:15])[N:11]([CH2:12][O:13][CH3:14])[C:7]=2[CH:6]=1)=[O:4].